This data is from Catalyst prediction with 721,799 reactions and 888 catalyst types from USPTO. The task is: Predict which catalyst facilitates the given reaction. Product: [CH3:1][O:2][C:3]1[CH:4]=[C:5]([CH2:11][CH2:12][C:13]([N:18]([O:19][CH3:20])[CH3:17])=[O:15])[CH:6]=[CH:7][C:8]=1[O:9][CH3:10]. Reactant: [CH3:1][O:2][C:3]1[CH:4]=[C:5]([CH2:11][CH2:12][C:13]([OH:15])=O)[CH:6]=[CH:7][C:8]=1[O:9][CH3:10].Cl.[CH3:17][NH:18][O:19][CH3:20].C(Cl)CCl. The catalyst class is: 166.